From a dataset of NCI-60 drug combinations with 297,098 pairs across 59 cell lines. Regression. Given two drug SMILES strings and cell line genomic features, predict the synergy score measuring deviation from expected non-interaction effect. (1) Drug 2: CN(CCCl)CCCl.Cl. Synergy scores: CSS=8.19, Synergy_ZIP=1.39, Synergy_Bliss=0.0273, Synergy_Loewe=-11.1, Synergy_HSA=2.19. Drug 1: C1CCN(CC1)CCOC2=CC=C(C=C2)C(=O)C3=C(SC4=C3C=CC(=C4)O)C5=CC=C(C=C5)O. Cell line: CAKI-1. (2) Drug 1: CC(CN1CC(=O)NC(=O)C1)N2CC(=O)NC(=O)C2. Drug 2: C1=CC(=CC=C1CC(C(=O)O)N)N(CCCl)CCCl.Cl. Cell line: RPMI-8226. Synergy scores: CSS=45.8, Synergy_ZIP=-3.42, Synergy_Bliss=2.09, Synergy_Loewe=-3.29, Synergy_HSA=1.65. (3) Synergy scores: CSS=39.5, Synergy_ZIP=4.76, Synergy_Bliss=7.57, Synergy_Loewe=-2.46, Synergy_HSA=8.37. Drug 1: C1=CC(=C2C(=C1NCCNCCO)C(=O)C3=C(C=CC(=C3C2=O)O)O)NCCNCCO. Cell line: TK-10. Drug 2: C(CN)CNCCSP(=O)(O)O. (4) Drug 1: CN1CCC(CC1)COC2=C(C=C3C(=C2)N=CN=C3NC4=C(C=C(C=C4)Br)F)OC. Drug 2: C1=NC(=NC(=O)N1C2C(C(C(O2)CO)O)O)N. Cell line: DU-145. Synergy scores: CSS=10.3, Synergy_ZIP=-3.64, Synergy_Bliss=4.58, Synergy_Loewe=1.76, Synergy_HSA=4.45. (5) Drug 1: CN1CCC(CC1)COC2=C(C=C3C(=C2)N=CN=C3NC4=C(C=C(C=C4)Br)F)OC. Drug 2: C1C(C(OC1N2C=NC3=C2NC=NCC3O)CO)O. Cell line: SNB-19. Synergy scores: CSS=5.70, Synergy_ZIP=-1.10, Synergy_Bliss=3.07, Synergy_Loewe=2.72, Synergy_HSA=2.87. (6) Drug 1: CC1C(C(CC(O1)OC2CC(CC3=C2C(=C4C(=C3O)C(=O)C5=C(C4=O)C(=CC=C5)OC)O)(C(=O)C)O)N)O.Cl. Drug 2: C(=O)(N)NO. Cell line: LOX IMVI. Synergy scores: CSS=28.8, Synergy_ZIP=3.11, Synergy_Bliss=1.97, Synergy_Loewe=-27.6, Synergy_HSA=2.32.